Predict which catalyst facilitates the given reaction. From a dataset of Catalyst prediction with 721,799 reactions and 888 catalyst types from USPTO. (1) Reactant: [F:1][CH:2]([F:16])[C:3]1[C:12]2[CH:11]=[N:10][C:9](SC)=[N:8][C:7]=2[C:6]([I:15])=[CH:5][N:4]=1.[Cl:17]CCl.S(Cl)(Cl)(=O)=O. Product: [Cl:17][C:9]1[N:10]=[CH:11][C:12]2[C:3]([CH:2]([F:16])[F:1])=[N:4][CH:5]=[C:6]([I:15])[C:7]=2[N:8]=1. The catalyst class is: 10. (2) Reactant: [Cl:1][C:2]1[CH:3]=[C:4]2[C:14](=[CH:15][CH:16]=1)[C:8]1([CH2:13][CH2:12][O:11][CH2:10][CH2:9]1)[C:7](=[O:17])[C:6]([C:18](OCC)=[O:19])=[C:5]2[OH:23].C(N(C(C)C)C(C)C)C.Cl.[CH3:34][O:35][C:36](=[O:41])[C@H:37]([CH2:39][OH:40])[NH2:38]. Product: [Cl:1][C:2]1[CH:3]=[C:4]2[C:14](=[CH:15][CH:16]=1)[C:8]1([CH2:9][CH2:10][O:11][CH2:12][CH2:13]1)[C:7](=[O:17])[C:6]([C:18]([NH:38][C@H:37]([C:36]([O:35][CH3:34])=[O:41])[CH2:39][OH:40])=[O:19])=[C:5]2[OH:23]. The catalyst class is: 225. (3) Reactant: CS(OS(C)(=O)=O)(=O)=O.[C:10]([C:14](O)([CH2:20][CH2:21][CH3:22])[C:15]#[C:16][C:17](=[O:19])[CH3:18])([CH3:13])([CH3:12])[CH3:11].C(N(CC)CC)C. Product: [C:10](/[C:14](=[CH:20]/[CH2:21][CH3:22])/[C:15]#[C:16][C:17](=[O:19])[CH3:18])([CH3:13])([CH3:12])[CH3:11]. The catalyst class is: 4. (4) Reactant: C([Sn](CCCC)(CCCC)[C:6]1[S:7][CH:8]=[CH:9][CH:10]=1)CCC.[C:19]([O:23][C:24](=[O:43])[N:25]([CH2:27][C:28]1[CH:32]=[C:31](Br)[N:30]([S:34]([C:37]2[CH:38]=[N:39][CH:40]=[CH:41][CH:42]=2)(=[O:36])=[O:35])[CH:29]=1)[CH3:26])([CH3:22])([CH3:21])[CH3:20]. Product: [CH3:26][N:25]([CH2:27][C:28]1[CH:32]=[C:31]([C:6]2[S:7][CH:8]=[CH:9][CH:10]=2)[N:30]([S:34]([C:37]2[CH:38]=[N:39][CH:40]=[CH:41][CH:42]=2)(=[O:36])=[O:35])[CH:29]=1)[C:24](=[O:43])[O:23][C:19]([CH3:22])([CH3:20])[CH3:21]. The catalyst class is: 109. (5) Reactant: [C:1]([O:5][C:6]([N:8]([CH2:22][CH2:23][C:24]1[CH:29]=[CH:28][CH:27]=[CH:26][CH:25]=1)[CH2:9][CH2:10][CH2:11][S:12][C:13]1[NH:14][C:15]2[CH:21]=[CH:20][CH:19]=[CH:18][C:16]=2[N:17]=1)=[O:7])([CH3:4])([CH3:3])[CH3:2].Br[CH2:31][C:32]([O:34][C:35]([CH3:38])([CH3:37])[CH3:36])=[O:33].C(=O)([O-])[O-].[Cs+].[Cs+].CNCCS. Product: [C:1]([O:5][C:6]([N:8]([CH2:22][CH2:23][C:24]1[CH:29]=[CH:28][CH:27]=[CH:26][CH:25]=1)[CH2:9][CH2:10][CH2:11][S:12][C:13]1[N:17]([CH2:31][C:32]([O:34][C:35]([CH3:38])([CH3:37])[CH3:36])=[O:33])[C:16]2[CH:18]=[CH:19][CH:20]=[CH:21][C:15]=2[N:14]=1)=[O:7])([CH3:4])([CH3:2])[CH3:3]. The catalyst class is: 3. (6) Reactant: [CH2:1]([O:3][C:4](=[O:26])[C:5]([CH3:25])([CH3:24])[CH2:6][CH2:7][CH2:8][CH2:9][C:10](=[O:23])[CH2:11][CH2:12][CH2:13][CH2:14][C:15]([CH3:22])([CH3:21])[C:16]([O:18][CH2:19][CH3:20])=[O:17])[CH3:2].[BH4-].[Na+].O. Product: [CH2:19]([O:18][C:16](=[O:17])[C:15]([CH3:21])([CH3:22])[CH2:14][CH2:13][CH2:12][CH2:11][CH:10]([OH:23])[CH2:9][CH2:8][CH2:7][CH2:6][C:5]([CH3:25])([CH3:24])[C:4]([O:3][CH2:1][CH3:2])=[O:26])[CH3:20]. The catalyst class is: 5. (7) Reactant: [CH3:1][CH:2]([CH3:17])[C@@H:3]([NH:6][C:7]1[CH:12]=[CH:11][C:10]([C:13]([F:16])([F:15])[F:14])=[CH:9][CH:8]=1)[CH2:4]O.C(N(CC)CC)C.CS([Cl:29])(=O)=O. Product: [Cl:29][CH2:4][C@H:3]([NH:6][C:7]1[CH:12]=[CH:11][C:10]([C:13]([F:16])([F:15])[F:14])=[CH:9][CH:8]=1)[CH:2]([CH3:17])[CH3:1]. The catalyst class is: 2. (8) Reactant: [CH3:1][O:2][C:3]([C@H:5]1[CH2:10][CH2:9][C@H:8]([CH2:11][NH:12][C:13]2[CH:18]=[C:17]([O:19][CH:20]3[CH2:25][CH2:24][CH2:23][CH2:22][O:21]3)[CH:16]=[CH:15][C:14]=2[N+:26]([O-])=O)[CH2:7][CH2:6]1)=[O:4].O.NN. Product: [CH3:1][O:2][C:3]([C@H:5]1[CH2:6][CH2:7][C@H:8]([CH2:11][NH:12][C:13]2[CH:18]=[C:17]([O:19][CH:20]3[CH2:25][CH2:24][CH2:23][CH2:22][O:21]3)[CH:16]=[CH:15][C:14]=2[NH2:26])[CH2:9][CH2:10]1)=[O:4]. The catalyst class is: 50. (9) Reactant: [CH3:1][N:2]1[CH:7]=[C:6]([N:8]2[C:16]3[CH:15]=[C:14]([C:17]4[CH:22]=[N:21][CH:20]=[C:19]([CH3:23])[N:18]=4)[N:13]=[CH:12][C:11]=3[CH:10]=[N:9]2)[N:5]=[C:4]([N:24]2[CH2:29][CH2:28][CH2:27][C@H:26]([NH:30]C(=O)OC(C)(C)C)[CH2:25]2)[C:3]1=[O:38]. Product: [NH2:30][C@H:26]1[CH2:27][CH2:28][CH2:29][N:24]([C:4]2[C:3](=[O:38])[N:2]([CH3:1])[CH:7]=[C:6]([N:8]3[C:16]4[CH:15]=[C:14]([C:17]5[CH:22]=[N:21][CH:20]=[C:19]([CH3:23])[N:18]=5)[N:13]=[CH:12][C:11]=4[CH:10]=[N:9]3)[N:5]=2)[CH2:25]1. The catalyst class is: 631.